From a dataset of Forward reaction prediction with 1.9M reactions from USPTO patents (1976-2016). Predict the product of the given reaction. Given the reactants [CH3:1][S:2]([C:5]1[CH:10]=[CH:9][C:8]([OH:11])=[CH:7][CH:6]=1)(=[O:4])=[O:3].[CH3:12][N:13]([C:17]1[CH:22]=[CH:21][CH:20]=[CH:19][CH:18]=1)[C:14](Cl)=[O:15], predict the reaction product. The product is: [CH3:1][S:2]([C:5]1[CH:10]=[CH:9][C:8]([O:11][C:14](=[O:15])[N:13]([CH3:12])[C:17]2[CH:22]=[CH:21][CH:20]=[CH:19][CH:18]=2)=[CH:7][CH:6]=1)(=[O:3])=[O:4].